This data is from Forward reaction prediction with 1.9M reactions from USPTO patents (1976-2016). The task is: Predict the product of the given reaction. (1) Given the reactants [CH2:1]([O:3][C:4]([C@@H:6]1[C@@H:10]([NH:11][C:12]([O:14]CC[Si](C)(C)C)=O)[CH2:9][N:8]([C:21]([O:23][C:24]([CH3:27])([CH3:26])[CH3:25])=[O:22])[CH2:7]1)=[O:5])[CH3:2].CCCC[N+](CCCC)(CCCC)CCCC.[F-].[Cl:46][C:47]1[S:51][C:50](C(O)=O)=[CH:49][CH:48]=1.CN1CCOCC1.ClC(OCC(C)C)=O, predict the reaction product. The product is: [CH2:1]([O:3][C:4]([C@@H:6]1[C@@H:10]([NH:11][C:12]([C:50]2[S:51][C:47]([Cl:46])=[CH:48][CH:49]=2)=[O:14])[CH2:9][N:8]([C:21]([O:23][C:24]([CH3:25])([CH3:26])[CH3:27])=[O:22])[CH2:7]1)=[O:5])[CH3:2]. (2) Given the reactants C([NH:8][C@@H:9]1[CH2:14][CH2:13][N:12]([C:15]([O:17][C:18]([CH3:21])([CH3:20])[CH3:19])=[O:16])[CH2:11][C@@H:10]1[F:22])C1C=CC=CC=1.C([O-])=O.[NH4+], predict the reaction product. The product is: [NH2:8][C@@H:9]1[CH2:14][CH2:13][N:12]([C:15]([O:17][C:18]([CH3:20])([CH3:19])[CH3:21])=[O:16])[CH2:11][C@@H:10]1[F:22].